This data is from Catalyst prediction with 721,799 reactions and 888 catalyst types from USPTO. The task is: Predict which catalyst facilitates the given reaction. (1) Reactant: C(N(CC)CC)C.[S:8]1[CH:12]=[CH:11][CH:10]=[C:9]1[C:13](Cl)=[O:14].[CH2:16]([O:23][C:24]1[C:25]([CH3:33])=[C:26]([CH3:32])[C:27]([NH2:31])=[N:28][C:29]=1[CH3:30])[C:17]1[CH:22]=[CH:21][CH:20]=[CH:19][CH:18]=1. Product: [CH2:16]([O:23][C:24]1[C:25]([CH3:33])=[C:26]([CH3:32])[C:27]([NH:31][C:13]([C:9]2[S:8][CH:12]=[CH:11][CH:10]=2)=[O:14])=[N:28][C:29]=1[CH3:30])[C:17]1[CH:18]=[CH:19][CH:20]=[CH:21][CH:22]=1. The catalyst class is: 2. (2) Reactant: [Br:1][C:2]1[C:11]2[C:6](=[CH:7][CH:8]=[CH:9][CH:10]=2)[CH:5]=[C:4]([S:12][C:13]2[CH:18]=[CH:17][C:16]([F:19])=[CH:15][CH:14]=2)[N:3]=1.C1C=C(Cl)C=C(C(OO)=[O:28])C=1. Product: [Br:1][C:2]1[C:11]2[C:6](=[CH:7][CH:8]=[CH:9][CH:10]=2)[CH:5]=[C:4]([S:12]([C:13]2[CH:18]=[CH:17][C:16]([F:19])=[CH:15][CH:14]=2)=[O:28])[N:3]=1. The catalyst class is: 2. (3) Reactant: [F:1][C:2]1[C:11]2[N:10]([CH2:12][C:13]3[CH:18]=[CH:17][C:16]([N:19]4[CH:23]=[CH:22][CH:21]=[N:20]4)=[CH:15][CH:14]=3)[CH:9]=[C:8]3[C:24](=[O:34])[N:25]([C:27]4[CH:32]=[CH:31][CH:30]=[CH:29][C:28]=4[CH3:33])[N:26]=[C:7]3[C:6]=2[C:5](F)=[CH:4][CH:3]=1.[CH3:36][O:37][C:38]1[CH:43]=[CH:42][C:41]([CH2:44][NH2:45])=[CH:40][CH:39]=1.C(=O)([O-])[O-].[Cs+].[Cs+].C(=O)(O)[O-].[Na+]. Product: [F:1][C:2]1[CH:3]=[CH:4][C:5]2[N:45]([CH2:44][C:41]3[CH:42]=[CH:43][C:38]([O:37][CH3:36])=[CH:39][CH:40]=3)[CH:9]=[C:8]3[C:24](=[O:34])[N:25]([C:27]4[CH:32]=[CH:31][CH:30]=[CH:29][C:28]=4[CH3:33])[N:26]=[C:7]3[C:6]=2[C:11]=1[NH:10][CH2:12][C:13]1[CH:18]=[CH:17][C:16]([N:19]2[CH:23]=[CH:22][CH:21]=[N:20]2)=[CH:15][CH:14]=1. The catalyst class is: 16. (4) Reactant: [OH:1][C:2]1[CH:13]=[CH:12][C:11]([N+:14]([O-:16])=[O:15])=[CH:10][C:3]=1[C:4]([O:6][CH:7]([CH3:9])[CH3:8])=[O:5].[H-].[Na+].Br[CH:20]([C:27]1[CH:32]=[CH:31][CH:30]=[CH:29][CH:28]=1)[C:21]1[CH:26]=[CH:25][CH:24]=[CH:23][CH:22]=1. Product: [CH:20]([O:1][C:2]1[CH:13]=[CH:12][C:11]([N+:14]([O-:16])=[O:15])=[CH:10][C:3]=1[C:4]([O:6][CH:7]([CH3:9])[CH3:8])=[O:5])([C:21]1[CH:26]=[CH:25][CH:24]=[CH:23][CH:22]=1)[C:27]1[CH:32]=[CH:31][CH:30]=[CH:29][CH:28]=1. The catalyst class is: 3. (5) Reactant: [NH:1]1[C:9]2[C:4](=[CH:5][CH:6]=[CH:7][CH:8]=2)[CH2:3][CH2:2]1.F[C:11]1[CH:19]=[CH:18][CH:17]=[CH:16][C:12]=1[C:13]([OH:15])=[O:14].[NH2-].[Li+]. Product: [N:1]1([C:11]2[CH:19]=[CH:18][CH:17]=[CH:16][C:12]=2[C:13]([OH:15])=[O:14])[C:9]2[C:4](=[CH:5][CH:6]=[CH:7][CH:8]=2)[CH2:3][CH2:2]1. The catalyst class is: 1. (6) Reactant: [C:1]1([CH2:7][C:8](Cl)=[O:9])[CH:6]=[CH:5][CH:4]=[CH:3][CH:2]=1.[S-:11][C:12]#[N:13].[K+].C(#N)C.C(=O)([O-])O.[Na+]. Product: [C:1]1([CH2:7][C:8]([N:13]=[C:12]=[S:11])=[O:9])[CH:6]=[CH:5][CH:4]=[CH:3][CH:2]=1. The catalyst class is: 13.